Dataset: Full USPTO retrosynthesis dataset with 1.9M reactions from patents (1976-2016). Task: Predict the reactants needed to synthesize the given product. (1) Given the product [CH:17]1([N:16]([CH2:15][C:13]2[N:14]=[C:10]([C:7]3[CH:8]=[CH:9][C:4]([O:3][C:2]([F:1])([F:21])[F:22])=[CH:5][CH:6]=3)[S:11][CH:12]=2)[C:29]([C:27]2[N:26]=[CH:25][N:24]([CH3:23])[CH:28]=2)=[O:30])[CH2:20][CH2:19][CH2:18]1, predict the reactants needed to synthesize it. The reactants are: [F:1][C:2]([F:22])([F:21])[O:3][C:4]1[CH:9]=[CH:8][C:7]([C:10]2[S:11][CH:12]=[C:13]([CH2:15][NH:16][CH:17]3[CH2:20][CH2:19][CH2:18]3)[N:14]=2)=[CH:6][CH:5]=1.[CH3:23][N:24]1[CH:28]=[C:27]([C:29](O)=[O:30])[N:26]=[CH:25]1.C[NH3+].F[P-](F)(F)(F)(F)F.N1(OC(N(C)C)=[N+](C)C)C2N=CC=CC=2N=N1.F[P-](F)(F)(F)(F)F.C(N(C(C)C)CC)(C)C. (2) The reactants are: CO.[OH-].[Na+].[NH2:5][C:6]1[C:11]([C:12]2[O:16][N:15]=[C:14]([CH2:17][C:18]3[CH:23]=[CH:22][C:21]([OH:24])=[CH:20][CH:19]=3)[CH:13]=2)=[CH:10][CH:9]=[CH:8][N:7]=1.Cl[CH2:26][C:27]1[CH:32]=[C:31]([CH3:33])[CH:30]=[CH:29][N:28]=1. Given the product [CH3:33][C:31]1[CH:30]=[CH:29][N:28]=[C:27]([CH2:26][O:24][C:21]2[CH:22]=[CH:23][C:18]([CH2:17][C:14]3[CH:13]=[C:12]([C:11]4[C:6]([NH2:5])=[N:7][CH:8]=[CH:9][CH:10]=4)[O:16][N:15]=3)=[CH:19][CH:20]=2)[CH:32]=1, predict the reactants needed to synthesize it. (3) Given the product [Cl:13][C:12]1[C:8]([C:6](=[O:7])[N:5]([CH2:1][CH2:2][CH2:3][CH3:4])[CH2:51][CH2:52][CH2:53][CH3:54])=[N:9][N:10]([C:17]2[CH:22]=[CH:21][C:20]([C:23](=[O:38])[NH:24][S:25]([C:28]3[CH:37]=[CH:36][C:35]4[C:30](=[CH:31][CH:32]=[CH:33][CH:34]=4)[CH:29]=3)(=[O:27])=[O:26])=[CH:19][C:18]=2[C:39]([N:41]2[CH2:50][CH2:49][C:48]3[C:43](=[CH:44][CH:45]=[CH:46][CH:47]=3)[CH2:42]2)=[O:40])[C:11]=1[CH2:14][C:15]([OH:57])=[O:16], predict the reactants needed to synthesize it. The reactants are: [CH2:1]([N:5]([CH2:51][CH2:52][CH2:53][CH3:54])[C:6]([C:8]1[C:12]([Cl:13])=[C:11]([CH2:14][CH2:15][OH:16])[N:10]([C:17]2[CH:22]=[CH:21][C:20]([C:23](=[O:38])[NH:24][S:25]([C:28]3[CH:37]=[CH:36][C:35]4[C:30](=[CH:31][CH:32]=[CH:33][CH:34]=4)[CH:29]=3)(=[O:27])=[O:26])=[CH:19][C:18]=2[C:39]([N:41]2[CH2:50][CH2:49][C:48]3[C:43](=[CH:44][CH:45]=[CH:46][CH:47]=3)[CH2:42]2)=[O:40])[N:9]=1)=[O:7])[CH2:2][CH2:3][CH3:4].CC(C)=[O:57].OS(O)(=O)=O.O=[Cr](=O)=O. (4) Given the product [CH:3]1([CH:6]([NH:10][CH:11]2[CH2:13][CH2:12]2)[CH2:7][OH:8])[CH2:5][CH2:4]1, predict the reactants needed to synthesize it. The reactants are: [BH4-].[Na+].[CH:3]1([CH:6]([NH:10][CH:11]2[CH2:13][CH2:12]2)[C:7](O)=[O:8])[CH2:5][CH2:4]1.II.[H][H]. (5) Given the product [CH2:1]([O:8][C@@H:9]1[C@@H:14]([O:15][CH2:16][C:17]2[CH:22]=[CH:21][CH:20]=[CH:19][CH:18]=2)[C@@H:13]([O:23][CH2:24][C:25]2[CH:30]=[CH:29][CH:28]=[CH:27][CH:26]=2)[C@@H:12]([CH2:31][O:32][CH2:33][C:34]2[CH:39]=[CH:38][CH:37]=[CH:36][CH:35]=2)[O:11][C@:10]21[C:47]1[CH:46]=[C:45]3[C:48]([CH2:41][C:42]4[CH:47]=[CH:46][C:45]([CH2:48][CH3:49])=[CH:44][CH:43]=4)=[CH:49][S:50][C:44]3=[CH:43][C:42]=1[CH2:41][O:40]2)[C:2]1[CH:7]=[CH:6][CH:5]=[CH:4][CH:3]=1, predict the reactants needed to synthesize it. The reactants are: [CH2:1]([O:8][C@@H:9]1[C@@H:14]([O:15][CH2:16][C:17]2[CH:22]=[CH:21][CH:20]=[CH:19][CH:18]=2)[C@@H:13]([O:23][CH2:24][C:25]2[CH:30]=[CH:29][CH:28]=[CH:27][CH:26]=2)[C@@H:12]([CH2:31][O:32][CH2:33][C:34]2[CH:39]=[CH:38][CH:37]=[CH:36][CH:35]=2)[O:11][C@:10]21[C:47]1[CH:46]=[C:45]3[C:48](I)=[CH:49][S:50][C:44]3=[CH:43][C:42]=1[CH2:41][O:40]2)[C:2]1[CH:7]=[CH:6][CH:5]=[CH:4][CH:3]=1.C(=O)([O-])[O-].[K+].[K+]. (6) Given the product [NH2:23][C:12]1[N:13]=[C:14]([N:17]2[CH2:18][CH2:19][N:20]([C:33](=[O:34])[CH2:32][O:31][C:30]3[CH:36]=[CH:37][C:27]([Cl:26])=[CH:28][CH:29]=3)[CH2:21][CH2:22]2)[C:15]2[N:16]=[C:8]([CH2:7][CH2:6][C:5]3[CH:4]=[CH:3][C:2]([CH3:1])=[CH:25][CH:24]=3)[S:9][C:10]=2[N:11]=1, predict the reactants needed to synthesize it. The reactants are: [CH3:1][C:2]1[CH:25]=[CH:24][C:5]([CH2:6][CH2:7][C:8]2[S:9][C:10]3[N:11]=[C:12]([NH2:23])[N:13]=[C:14]([N:17]4[CH2:22][CH2:21][NH:20][CH2:19][CH2:18]4)[C:15]=3[N:16]=2)=[CH:4][CH:3]=1.[Cl:26][C:27]1[CH:37]=[CH:36][C:30]([O:31][CH2:32][C:33](O)=[O:34])=[CH:29][CH:28]=1.